This data is from Catalyst prediction with 721,799 reactions and 888 catalyst types from USPTO. The task is: Predict which catalyst facilitates the given reaction. Reactant: Br.[NH2:2][C:3]1[CH:4]=[CH:5][C:6](/[C:11](/[C:19]2[CH:24]=[CH:23][C:22]([C:25]([CH3:28])([CH3:27])[CH3:26])=[CH:21][CH:20]=2)=[CH:12]/[C@@H:13]2[NH:17][C:16](=[O:18])[CH2:15][CH2:14]2)=[N:7][C:8]=1[O:9]C.O. Product: [NH2:2][C:3]1[C:8](=[O:9])[NH:7][C:6](/[C:11](/[C:19]2[CH:20]=[CH:21][C:22]([C:25]([CH3:27])([CH3:26])[CH3:28])=[CH:23][CH:24]=2)=[CH:12]/[C@H:13]2[CH2:14][CH2:15][C:16](=[O:18])[NH:17]2)=[CH:5][CH:4]=1. The catalyst class is: 12.